Dataset: Forward reaction prediction with 1.9M reactions from USPTO patents (1976-2016). Task: Predict the product of the given reaction. (1) Given the reactants [C:1]([C:5]1[N:10]=[C:9]([N:11]2[CH2:16][CH2:15][N:14]([CH2:17][CH2:18][CH2:19][CH2:20][NH2:21])[CH2:13][CH2:12]2)[CH:8]=[C:7]([C:22]([F:25])([F:24])[F:23])[N:6]=1)([CH3:4])([CH3:3])[CH3:2].C1N=CN([C:31](N2C=NC=C2)=[O:32])C=1.[NH:38]1[C:47]2[C:42](=[CH:43][CH:44]=[CH:45][CH:46]=2)[CH2:41][CH2:40][CH2:39]1, predict the reaction product. The product is: [C:1]([C:5]1[N:10]=[C:9]([N:11]2[CH2:16][CH2:15][N:14]([CH2:17][CH2:18][CH2:19][CH2:20][NH:21][C:31]([N:38]3[C:47]4[C:42](=[CH:43][CH:44]=[CH:45][CH:46]=4)[CH2:41][CH2:40][CH2:39]3)=[O:32])[CH2:13][CH2:12]2)[CH:8]=[C:7]([C:22]([F:24])([F:25])[F:23])[N:6]=1)([CH3:4])([CH3:2])[CH3:3]. (2) Given the reactants Cl[CH2:2][CH2:3][CH2:4][CH2:5][N:6]1[C:14]([O:15]C)=[N:13][C:12]2[C:7]1=[N:8][C:9]([NH:18][C@@H:19]([CH3:23])[CH2:20][CH2:21][CH3:22])=[N:10][C:11]=2[NH2:17].[CH3:24][CH:25]([N:27]1[CH2:32][CH2:31][NH:30][CH2:29][CH2:28]1)[CH3:26], predict the reaction product. The product is: [NH2:17][C:11]1[N:10]=[C:9]([NH:18][C@@H:19]([CH3:23])[CH2:20][CH2:21][CH3:22])[N:8]=[C:7]2[C:12]=1[NH:13][C:14](=[O:15])[N:6]2[CH2:5][CH2:4][CH2:3][CH2:2][N:30]1[CH2:31][CH2:32][N:27]([CH:25]([CH3:26])[CH3:24])[CH2:28][CH2:29]1. (3) Given the reactants Br[C:2]1[CH:7]=[CH:6][N:5]=[C:4]([NH:8][C:9]([CH:11]2[CH2:13][C:12]2([F:15])[F:14])=[O:10])[CH:3]=1.[B:16]1([B:16]2[O:20][C:19]([CH3:22])([CH3:21])[C:18]([CH3:24])([CH3:23])[O:17]2)[O:20][C:19]([CH3:22])([CH3:21])[C:18]([CH3:24])([CH3:23])[O:17]1.CC([O-])=O.[K+], predict the reaction product. The product is: [F:14][C:12]1([F:15])[CH2:13][CH:11]1[C:9]([NH:8][C:4]1[CH:3]=[C:2]([B:16]2[O:20][C:19]([CH3:22])([CH3:21])[C:18]([CH3:24])([CH3:23])[O:17]2)[CH:7]=[CH:6][N:5]=1)=[O:10]. (4) Given the reactants Br[C:2]1[CH:11]=[C:10]2[C:5]([C:6]([NH:20][C@H:21]3[CH2:25][CH2:24][N:23](C(OC(C)(C)C)=O)[CH2:22]3)=[N:7][C:8]([C:12]3[CH:17]=[C:16]([F:18])[CH:15]=[CH:14][C:13]=3[OH:19])=[N:9]2)=[CH:4][CH:3]=1.[OH:33][C:34]1C=CC=[CH:36][C:35]=1C1N=C(N[C@H]2CCN(C(OC(C)(C)C)=O)C2)C2C(=CC=C(C#CCO)C=2)N=1, predict the reaction product. The product is: [F:18][C:16]1[CH:15]=[CH:14][C:13]([OH:19])=[C:12]([C:8]2[N:7]=[C:6]([NH:20][C@H:21]3[CH2:25][CH2:24][NH:23][CH2:22]3)[C:5]3[C:10](=[CH:11][C:2]([C:36]#[C:35][CH2:34][OH:33])=[CH:3][CH:4]=3)[N:9]=2)[CH:17]=1. (5) Given the reactants [C:1]([C:5]1[CH:9]=[C:8]([NH:10][C:11](=[O:19])OC2C=CC=CC=2)[N:7]([C:20]2[CH:25]=[CH:24][C:23](=[O:26])[NH:22][CH:21]=2)[N:6]=1)([CH3:4])([CH3:3])[CH3:2].[CH3:27][O:28][C:29]1[CH:30]=[C:31]2[C:36](=[CH:37][C:38]=1[O:39][CH3:40])[N:35]=[CH:34][N:33]=[C:32]2[O:41][C:42]1[CH:43]=[C:44]([CH:46]=[CH:47][CH:48]=1)[NH2:45], predict the reaction product. The product is: [C:1]([C:5]1[CH:9]=[C:8]([NH:10][C:11]([NH:45][C:44]2[CH:46]=[CH:47][CH:48]=[C:42]([O:41][C:32]3[C:31]4[C:36](=[CH:37][C:38]([O:39][CH3:40])=[C:29]([O:28][CH3:27])[CH:30]=4)[N:35]=[CH:34][N:33]=3)[CH:43]=2)=[O:19])[N:7]([C:20]2[CH:25]=[CH:24][C:23](=[O:26])[NH:22][CH:21]=2)[N:6]=1)([CH3:2])([CH3:3])[CH3:4]. (6) The product is: [Cl:44][C:25]1[CH:24]=[CH:23][C:6]([CH2:7][N:8]2[CH2:13][CH2:12][CH:11]([NH:14][C:15]3[CH:16]=[C:17]([CH:20]=[CH:21][N:22]=3)[C:18]#[N:19])[CH2:10][CH2:9]2)=[CH:5][C:4]=1[O:3][CH2:1][CH3:2]. Given the reactants [CH2:1]([O:3][C:4]1[CH:5]=[C:6]([CH:23]=[CH:24][C:25]=1C)[CH2:7][N:8]1[CH2:13][CH2:12][CH:11]([NH:14][C:15]2[CH:16]=[C:17]([CH:20]=[CH:21][N:22]=2)[C:18]#[N:19])[CH2:10][CH2:9]1)[CH3:2].Cl.Cl.N1CCC(NC2C=C(C=CN=2)C#N)CC1.[Cl:44]C1C=CC(C=O)=CC=1OCC, predict the reaction product. (7) Given the reactants [CH2:1]([O:8][C:9](=[O:17])[C:10]1[CH:15]=[CH:14][C:13]([OH:16])=[CH:12][CH:11]=1)[C:2]1[CH:7]=[CH:6][CH:5]=[CH:4][CH:3]=1.[Br:18][CH2:19][CH2:20][CH2:21]O.N(C(OCC)=O)=NC(OCC)=O.C1(P(C2C=CC=CC=2)C2C=CC=CC=2)C=CC=CC=1, predict the reaction product. The product is: [Br:18][CH2:19][CH2:20][CH2:21][O:16][C:13]1[CH:12]=[CH:11][C:10]([C:9]([O:8][CH2:1][C:2]2[CH:3]=[CH:4][CH:5]=[CH:6][CH:7]=2)=[O:17])=[CH:15][CH:14]=1. (8) The product is: [OH:1][C:2]1[N:7]=[CH:6][C:5]([C@@H:8]([C:15]#[C:16][CH3:17])[CH2:9][C:10]([O:12][CH2:13][CH3:14])=[O:11])=[CH:4][CH:3]=1.[OH:1][C:2]1[N:7]=[CH:6][C:5]([C@H:8]([C:15]#[C:16][CH3:17])[CH2:9][C:10]([O:12][CH2:13][CH3:14])=[O:11])=[CH:4][CH:3]=1. Given the reactants [OH:1][C:2]1[N:7]=[CH:6][C:5]([CH:8]([C:15]#[C:16][CH3:17])[CH2:9][C:10]([O:12][CH2:13][CH3:14])=[O:11])=[CH:4][CH:3]=1.C(=O)=O, predict the reaction product. (9) Given the reactants C(N(CC)CC)C.[NH2:8][C:9]1[N:17]=[C:16]([F:18])[CH:15]=[CH:14][C:10]=1[C:11]([OH:13])=O.[F:19][C:20]([F:37])([F:36])[C:21]1[CH:22]=[C:23]([O:27][C:28]2[CH:35]=[CH:34][C:31]([CH2:32][NH2:33])=[CH:30][CH:29]=2)[CH:24]=[CH:25][CH:26]=1.CN([P+](ON1N=NC2C=CC=CC1=2)(N(C)C)N(C)C)C.F[P-](F)(F)(F)(F)F, predict the reaction product. The product is: [F:19][C:20]([F:36])([F:37])[C:21]1[CH:22]=[C:23]([O:27][C:28]2[CH:35]=[CH:34][C:31]([CH2:32][NH:33][C:11](=[O:13])[C:10]3[CH:14]=[CH:15][C:16]([F:18])=[N:17][C:9]=3[NH2:8])=[CH:30][CH:29]=2)[CH:24]=[CH:25][CH:26]=1.